This data is from Full USPTO retrosynthesis dataset with 1.9M reactions from patents (1976-2016). The task is: Predict the reactants needed to synthesize the given product. (1) Given the product [CH:44]([OH:45])=[O:59].[C:1]([C:5]1[CH:9]=[C:8]([NH:10][C:11]([NH:13][C@@H:14]2[C:23]3[C:18](=[CH:19][CH:20]=[CH:21][CH:22]=3)[C@H:17]([O:24][C:25]3[CH:26]=[CH:27][C:28]4[N:29]([C:31]([N:34]5[CH2:39][CH2:38][CH2:37][CH2:36][C@@H:35]5[CH3:40])=[N:32][N:33]=4)[CH:30]=3)[CH2:16][CH2:15]2)=[O:12])[N:7]([C:41]2[CH:52]=[CH:51][CH:50]=[C:43]([CH2:53][N:54]([CH3:56])[CH3:55])[CH:42]=2)[N:6]=1)([CH3:2])([CH3:3])[CH3:4], predict the reactants needed to synthesize it. The reactants are: [C:1]([C:5]1[CH:9]=[C:8]([NH:10][C:11]([NH:13][C@@H:14]2[C:23]3[C:18](=[CH:19][CH:20]=[CH:21][CH:22]=3)[C@H:17]([O:24][C:25]3[CH:26]=[CH:27][C:28]4[N:29]([C:31]([N:34]5[CH2:39][CH2:38][CH2:37][CH2:36][C@@H:35]5[CH3:40])=[N:32][N:33]=4)[CH:30]=3)[CH2:16][CH2:15]2)=[O:12])[N:7]([C:41]2[CH:42]=[C:43]([CH:50]=[CH:51][CH:52]=2)[CH2:44][O:45]S(C)(=O)=O)[N:6]=1)([CH3:4])([CH3:3])[CH3:2].[CH3:53][NH:54][CH3:55].[CH2:56]1C[O:59]CC1. (2) Given the product [Br:1][C:2]1[CH:3]=[CH:4][C:5]([C:8]2[O:12][N:11]=[C:10]([CH3:13])[C:9]=2[NH:14][CH:24]([CH3:25])[CH2:23][CH2:22][C:19]2[CH:18]=[CH:17][C:16]([Cl:15])=[CH:21][CH:20]=2)=[CH:6][CH:7]=1, predict the reactants needed to synthesize it. The reactants are: [Br:1][C:2]1[CH:7]=[CH:6][C:5]([C:8]2[O:12][N:11]=[C:10]([CH3:13])[C:9]=2[NH2:14])=[CH:4][CH:3]=1.[Cl:15][C:16]1[CH:21]=[CH:20][C:19]([CH2:22][CH2:23][C:24](=O)[CH3:25])=[CH:18][CH:17]=1. (3) The reactants are: Br[C:2]1[C:11](Br)=[C:10]([N+:13]([O-])=O)[C:5]2[O:6][CH2:7][CH2:8][O:9][C:4]=2[C:3]=1[C:16]([OH:18])=[O:17].C(=O)([O-])[O-].[Na+].[Na+]. Given the product [NH2:13][C:10]1[C:5]2[O:6][CH2:7][CH2:8][O:9][C:4]=2[C:3]([C:16]([OH:18])=[O:17])=[CH:2][CH:11]=1, predict the reactants needed to synthesize it.